The task is: Predict the product of the given reaction.. This data is from Forward reaction prediction with 1.9M reactions from USPTO patents (1976-2016). (1) Given the reactants [F:1][C:2]([F:7])([F:6])[C:3]([OH:5])=[O:4].[F:8][C:9]1[CH:14]=[CH:13][C:12]([C:15]2[N:16]=[C:17]([NH:20][CH2:21][C:22]([OH:24])=O)[S:18][CH:19]=2)=[CH:11][CH:10]=1.[NH:25]1[CH2:29][CH2:28][CH2:27][CH2:26]1, predict the reaction product. The product is: [F:1][C:2]([F:7])([F:6])[C:3]([OH:5])=[O:4].[F:8][C:9]1[CH:10]=[CH:11][C:12]([C:15]2[N:16]=[C:17]([NH:20][CH2:21][C:22]([N:25]3[CH2:29][CH2:28][CH2:27][CH2:26]3)=[O:24])[S:18][CH:19]=2)=[CH:13][CH:14]=1. (2) Given the reactants [CH2:1]([O:3][C:4]([C:6]1[N:7]=[C:8]([C:12]2[CH:17]=[CH:16][CH:15]=[CH:14][CH:13]=2)[S:9][C:10]=1[NH2:11])=[O:5])[CH3:2].[C:18]([O:22][C:23](O[C:23]([O:22][C:18]([CH3:21])([CH3:20])[CH3:19])=[O:24])=[O:24])([CH3:21])([CH3:20])[CH3:19], predict the reaction product. The product is: [CH2:1]([O:3][C:4]([C:6]1[N:7]=[C:8]([C:12]2[CH:17]=[CH:16][CH:15]=[CH:14][CH:13]=2)[S:9][C:10]=1[NH:11][C:23]([O:22][C:18]([CH3:21])([CH3:20])[CH3:19])=[O:24])=[O:5])[CH3:2]. (3) Given the reactants [S:1]1[C:5]2[CH:6]=[CH:7][CH:8]=[CH:9][C:4]=2[N:3]=[C:2]1[NH:10][N:11]=[C:12]([C:14]1[O:18][C:17]([C:19]2[CH:20]=[C:21]([S:25]([NH:28][C:29](=[O:47])[CH:30]([NH:39]C(OC(C)(C)C)=O)[CH2:31][CH2:32][C:33]3[CH:38]=[CH:37][CH:36]=[CH:35][CH:34]=3)(=[O:27])=[O:26])[CH:22]=[CH:23][CH:24]=2)=[CH:16][CH:15]=1)[CH3:13].[F:48][C:49]([F:54])([F:53])[C:50]([OH:52])=[O:51], predict the reaction product. The product is: [F:48][C:49]([F:54])([F:53])[C:50]([OH:52])=[O:51].[S:1]1[C:5]2[CH:6]=[CH:7][CH:8]=[CH:9][C:4]=2[N:3]=[C:2]1[NH:10][N:11]=[C:12]([C:14]1[O:18][C:17]([C:19]2[CH:20]=[C:21]([S:25]([NH:28][C:29](=[O:47])[CH:30]([NH2:39])[CH2:31][CH2:32][C:33]3[CH:34]=[CH:35][CH:36]=[CH:37][CH:38]=3)(=[O:26])=[O:27])[CH:22]=[CH:23][CH:24]=2)=[CH:16][CH:15]=1)[CH3:13]. (4) Given the reactants [F:1][C:2]([F:7])([F:6])[C:3]([OH:5])=[O:4].[CH2:8]1[C:12]2[CH2:13][NH:14][CH2:15][C:11]=2[CH2:10][N:9]1[C:16]([C:18]1[CH:23]=[CH:22][CH:21]=[CH:20][C:19]=1[C:24]([F:27])([F:26])[F:25])=[O:17].Cl[C:29]1[N:30]=[N:31][C:32]([O:35][CH2:36][CH2:37][C:38]2[CH:43]=[CH:42][CH:41]=[CH:40][CH:39]=2)=[CH:33][CH:34]=1.C1C=CC(P(C2C=CC3C(=CC=CC=3)C=2C2C3C(=CC=CC=3)C=CC=2P(C2C=CC=CC=2)C2C=CC=CC=2)C2C=CC=CC=2)=CC=1.C(=O)([O-])[O-].[Cs+].[Cs+], predict the reaction product. The product is: [F:1][C:2]([F:7])([F:6])[C:3]([OH:5])=[O:4].[CH2:36]([O:35][C:32]1[N:31]=[N:30][C:29]([N:14]2[CH2:13][C:12]3[CH2:8][N:9]([C:16]([C:18]4[CH:23]=[CH:22][CH:21]=[CH:20][C:19]=4[C:24]([F:27])([F:25])[F:26])=[O:17])[CH2:10][C:11]=3[CH2:15]2)=[CH:34][CH:33]=1)[CH2:37][C:38]1[CH:39]=[CH:40][CH:41]=[CH:42][CH:43]=1. (5) Given the reactants Br[C:2]1[CH:7]=[CH:6][CH:5]=[C:4]([CH3:8])[N:3]=1.CCCCCC.C([Li])CCC.[CH3:20][C:21]1[CH:22]=[C:23]([O:26][C:27]=1[CH3:28])[CH:24]=[O:25], predict the reaction product. The product is: [CH3:20][C:21]1[CH:22]=[C:23]([CH:24]([C:2]2[CH:7]=[CH:6][CH:5]=[C:4]([CH3:8])[N:3]=2)[OH:25])[O:26][C:27]=1[CH3:28]. (6) Given the reactants [NH2:1][C:2]1[CH:7]=[CH:6][C:5]([Cl:8])=[CH:4][C:3]=1[C:9]1[N:10]=[C:11]2[CH2:18][CH2:17][C@@H:16]([C:19]([O:21]CC)=[O:20])[N:12]2[C:13](=[O:15])[CH:14]=1, predict the reaction product. The product is: [NH2:1][C:2]1[CH:7]=[CH:6][C:5]([Cl:8])=[CH:4][C:3]=1[C:9]1[N:10]=[C:11]2[CH2:18][CH2:17][C@@H:16]([C:19]([OH:21])=[O:20])[N:12]2[C:13](=[O:15])[CH:14]=1.